Task: Predict the reactants needed to synthesize the given product.. Dataset: Full USPTO retrosynthesis dataset with 1.9M reactions from patents (1976-2016) (1) Given the product [F:24][C:25]([F:33])([F:32])[C:26]1[O:30][C:29]([NH:31][C:8]([CH:10]2[C:11]3[CH:12]=[CH:13][CH:14]=[CH:15][C:16]=3[O:17][C:18]3[C:23]2=[CH:22][CH:21]=[CH:20][CH:19]=3)=[O:9])=[N:28][N:27]=1, predict the reactants needed to synthesize it. The reactants are: CC1C=C(C)N([C:8]([CH:10]2[C:23]3[CH:22]=[CH:21][CH:20]=[CH:19][C:18]=3[O:17][C:16]3[C:11]2=[CH:12][CH:13]=[CH:14][CH:15]=3)=[O:9])N=1.[F:24][C:25]([F:33])([F:32])[C:26]1[O:30][C:29]([NH2:31])=[N:28][N:27]=1. (2) Given the product [CH3:1][O:2][C:3]1[CH:8]=[CH:7][C:6]2[NH:9][C:24]([CH:20]3[O:21][CH2:22][CH2:23][N:18]([CH2:17][C:11]4[CH:16]=[CH:15][CH:14]=[CH:13][CH:12]=4)[CH2:19]3)=[N:10][C:5]=2[CH:4]=1, predict the reactants needed to synthesize it. The reactants are: [CH3:1][O:2][C:3]1[CH:4]=[C:5]([NH2:10])[C:6]([NH2:9])=[CH:7][CH:8]=1.[C:11]1([CH2:17][N:18]2[CH2:23][CH2:22][O:21][CH:20]([C:24](O)=O)[CH2:19]2)[CH:16]=[CH:15][CH:14]=[CH:13][CH:12]=1.[OH-].[Na+].